This data is from Forward reaction prediction with 1.9M reactions from USPTO patents (1976-2016). The task is: Predict the product of the given reaction. (1) Given the reactants [C:1]([C:3]1[CH:8]=[CH:7][C:6]([N:9]2[CH2:14][CH2:13][CH2:12][C@H:11]([NH:15][C@@H:16]3[CH2:21][CH2:20][CH2:19][CH2:18][C@H:17]3[NH:22][C:23](=[O:35])CC3C4C(=CC=CC=4)N(C)C=3)[CH2:10]2)=[CH:5][CH:4]=1)#[N:2].[N:36]([C:39]1[CH:44]=[CH:43][C:42]([C:45]([F:48])([F:47])[F:46])=[CH:41][CH:40]=1)=C=O, predict the reaction product. The product is: [C:1]([C:3]1[CH:8]=[CH:7][C:6]([N:9]2[CH2:14][CH2:13][CH2:12][C@H:11]([NH:15][C@@H:16]3[CH2:21][CH2:20][CH2:19][CH2:18][C@H:17]3[NH:22][C:23]([NH:36][C:39]3[CH:44]=[CH:43][C:42]([C:45]([F:46])([F:47])[F:48])=[CH:41][CH:40]=3)=[O:35])[CH2:10]2)=[CH:5][CH:4]=1)#[N:2]. (2) The product is: [Cl:22][C:23]1[CH:28]=[CH:27][C:26]([CH2:29][O:20][C:17]2[CH:18]=[CH:19][N:14]([C:11]3[CH:12]=[CH:13][C:6]4[N:5]=[C:4]([CH:1]5[CH2:2][CH2:3]5)[N:8]([CH3:9])[C:7]=4[CH:10]=3)[C:15](=[O:21])[CH:16]=2)=[CH:25][C:24]=1[F:31]. Given the reactants [CH:1]1([C:4]2[N:8]([CH3:9])[C:7]3[CH:10]=[C:11]([N:14]4[CH:19]=[CH:18][C:17]([OH:20])=[CH:16][C:15]4=[O:21])[CH:12]=[CH:13][C:6]=3[N:5]=2)[CH2:3][CH2:2]1.[Cl:22][C:23]1[CH:28]=[CH:27][C:26]([CH2:29]O)=[CH:25][C:24]=1[F:31].C(P(CCCC)CCCC)CCC.N(C(N1CCCCC1)=O)=NC(N1CCCCC1)=O, predict the reaction product. (3) Given the reactants [ClH:1].NC(C1N=C(NC(=O)C)C=CC=1Br)CC1C=C(F)C=C(F)C=1.[Br:24][C:25]1[C:26]([C@H:33]([NH:43][S@](C(C)(C)C)=O)[CH2:34][C:35]2[CH:40]=[C:39]([F:41])[CH:38]=[C:37]([F:42])[CH:36]=2)=[N:27][C:28]([S:31][CH3:32])=[N:29][CH:30]=1, predict the reaction product. The product is: [ClH:1].[Br:24][C:25]1[C:26]([C@H:33]([NH2:43])[CH2:34][C:35]2[CH:40]=[C:39]([F:41])[CH:38]=[C:37]([F:42])[CH:36]=2)=[N:27][C:28]([S:31][CH3:32])=[N:29][CH:30]=1.